Predict the product of the given reaction. From a dataset of Forward reaction prediction with 1.9M reactions from USPTO patents (1976-2016). Given the reactants [OH:1][C:2]1[N:3]=[CH:4][C:5]([C:8]([O:10][CH3:11])=[O:9])=[N:6][CH:7]=1.C(=O)([O-])[O-].[K+].[K+].Cl[C:19]([F:24])([F:23])C([O-])=O.[Na+], predict the reaction product. The product is: [F:23][CH:19]([F:24])[O:1][C:2]1[N:3]=[CH:4][C:5]([C:8]([O:10][CH3:11])=[O:9])=[N:6][CH:7]=1.